From a dataset of Orexin1 receptor HTS with 218,158 compounds and 233 confirmed actives. Binary Classification. Given a drug SMILES string, predict its activity (active/inactive) in a high-throughput screening assay against a specified biological target. (1) The molecule is Fc1ccc(NC(=O)CS(=O)CC(=O)Nc2c(c3ccccc3)cccc2)cc1. The result is 0 (inactive). (2) The drug is FC(F)(F)c1c(c(nc(c1)c1ccc(F)cc1)C)C(OCC)=O. The result is 0 (inactive).